From a dataset of Full USPTO retrosynthesis dataset with 1.9M reactions from patents (1976-2016). Predict the reactants needed to synthesize the given product. (1) Given the product [F:36][C:32]1[CH:31]=[C:30]2[C:35]([C:27]([CH:26]3[CH:20]4[N:19]([C:17]([CH:13]([NH:12][C:11](=[O:43])[CH:9]([NH:7][CH3:6])[CH3:10])[CH:14]([CH3:15])[CH3:16])=[O:18])[CH2:23][CH2:22][CH:21]4[N:24]([C:37]4[N:42]=[CH:41][CH:40]=[CH:39][N:38]=4)[CH2:25]3)=[CH:28][NH:29]2)=[CH:34][CH:33]=1, predict the reactants needed to synthesize it. The reactants are: C(O[C:6](=O)[N:7]([CH:9]([C:11](=[O:43])[NH:12][CH:13]([C:17]([N:19]1[CH2:23][CH2:22][CH:21]2[N:24]([C:37]3[N:42]=[CH:41][CH:40]=[CH:39][N:38]=3)[CH2:25][CH:26]([C:27]3[C:35]4[C:30](=[CH:31][C:32]([F:36])=[CH:33][CH:34]=4)[NH:29][CH:28]=3)[CH:20]12)=[O:18])[CH:14]([CH3:16])[CH3:15])[CH3:10])C)(C)(C)C.C(O)(C(F)(F)F)=O. (2) Given the product [CH3:27][O:28][C:29]1[CH:30]=[C:31]([NH:32][CH:33]([C:34]2[CH:35]=[N:36][C:37]([O:40][CH3:41])=[CH:38][CH:39]=2)[C:25]([C:12]2[C:11]3[C:15](=[CH:16][CH:17]=[C:9]([F:8])[CH:10]=3)[NH:14][CH:13]=2)=[O:26])[CH:42]=[C:43]([O:45][CH3:46])[CH:44]=1, predict the reactants needed to synthesize it. The reactants are: C(N(CC)CC)C.[F:8][C:9]1[CH:10]=[C:11]2[C:15](=[CH:16][CH:17]=1)[N:14](C(OC(C)(C)C)=O)[CH:13]=[C:12]2[CH:25]=[O:26].[CH3:27][O:28][C:29]1[CH:30]=[C:31]([CH:42]=[C:43]([O:45][CH3:46])[CH:44]=1)[N:32]=[CH:33][C:34]1[CH:35]=[N:36][C:37]([O:40][CH3:41])=[CH:38][CH:39]=1. (3) Given the product [F:14][C:11]1([F:15])[CH2:10][CH2:9][CH:8]([CH2:7][C:6]([OH:16])=[O:5])[CH2:13][CH2:12]1, predict the reactants needed to synthesize it. The reactants are: [OH-].[K+].C([O:5][C:6](=[O:16])[CH2:7][CH:8]1[CH2:13][CH2:12][C:11]([F:15])([F:14])[CH2:10][CH2:9]1)C.